Regression/Classification. Given a drug SMILES string, predict its absorption, distribution, metabolism, or excretion properties. Task type varies by dataset: regression for continuous measurements (e.g., permeability, clearance, half-life) or binary classification for categorical outcomes (e.g., BBB penetration, CYP inhibition). Dataset: cyp3a4_veith. From a dataset of CYP3A4 inhibition data for predicting drug metabolism from PubChem BioAssay. (1) The compound is O=C(Nc1cccc(F)c1)N1CC[C@@]2(CCCN(C(=O)c3cc(C(F)(F)F)cc(C(F)(F)F)c3)C2)C1. The result is 1 (inhibitor). (2) The molecule is CC1(C)CCCN(C(=O)N2c3ccccc3Sc3ccccc32)C1. The result is 0 (non-inhibitor). (3) The molecule is COC(=O)COc1ccsc1C(=O)OC. The result is 0 (non-inhibitor). (4) The compound is Cc1cc(NC(=O)c2c([N+](=O)[O-])c(C)nn2C)no1. The result is 0 (non-inhibitor).